From a dataset of NCI-60 drug combinations with 297,098 pairs across 59 cell lines. Regression. Given two drug SMILES strings and cell line genomic features, predict the synergy score measuring deviation from expected non-interaction effect. (1) Drug 1: C1CC(C1)(C(=O)O)C(=O)O.[NH2-].[NH2-].[Pt+2]. Drug 2: C1CCC(C(C1)N)N.C(=O)(C(=O)[O-])[O-].[Pt+4]. Cell line: SR. Synergy scores: CSS=91.2, Synergy_ZIP=1.82, Synergy_Bliss=2.33, Synergy_Loewe=2.49, Synergy_HSA=5.55. (2) Drug 1: COC1=CC(=CC(=C1O)OC)C2C3C(COC3=O)C(C4=CC5=C(C=C24)OCO5)OC6C(C(C7C(O6)COC(O7)C8=CC=CS8)O)O. Drug 2: CC1=C2C(C(=O)C3(C(CC4C(C3C(C(C2(C)C)(CC1OC(=O)C(C(C5=CC=CC=C5)NC(=O)C6=CC=CC=C6)O)O)OC(=O)C7=CC=CC=C7)(CO4)OC(=O)C)O)C)OC(=O)C. Cell line: DU-145. Synergy scores: CSS=26.8, Synergy_ZIP=-2.77, Synergy_Bliss=-4.35, Synergy_Loewe=-5.56, Synergy_HSA=-0.360. (3) Synergy scores: CSS=-2.23, Synergy_ZIP=-0.0263, Synergy_Bliss=-0.417, Synergy_Loewe=-8.60, Synergy_HSA=-4.92. Drug 1: CCC(=C(C1=CC=CC=C1)C2=CC=C(C=C2)OCCN(C)C)C3=CC=CC=C3.C(C(=O)O)C(CC(=O)O)(C(=O)O)O. Cell line: MALME-3M. Drug 2: C1=NC(=NC(=O)N1C2C(C(C(O2)CO)O)O)N. (4) Drug 1: CN(C)C1=NC(=NC(=N1)N(C)C)N(C)C. Drug 2: C(CC(=O)O)C(=O)CN.Cl. Cell line: UO-31. Synergy scores: CSS=8.61, Synergy_ZIP=4.80, Synergy_Bliss=7.69, Synergy_Loewe=4.45, Synergy_HSA=5.80. (5) Drug 1: C1CN1P(=S)(N2CC2)N3CC3. Drug 2: C1=NC2=C(N1)C(=S)N=CN2. Cell line: COLO 205. Synergy scores: CSS=32.4, Synergy_ZIP=-10.9, Synergy_Bliss=-3.09, Synergy_Loewe=-26.9, Synergy_HSA=-1.78. (6) Drug 1: CC1CCC2CC(C(=CC=CC=CC(CC(C(=O)C(C(C(=CC(C(=O)CC(OC(=O)C3CCCCN3C(=O)C(=O)C1(O2)O)C(C)CC4CCC(C(C4)OC)O)C)C)O)OC)C)C)C)OC. Drug 2: CCN(CC)CCCC(C)NC1=C2C=C(C=CC2=NC3=C1C=CC(=C3)Cl)OC. Cell line: OVCAR-5. Synergy scores: CSS=41.1, Synergy_ZIP=-7.00, Synergy_Bliss=0.701, Synergy_Loewe=-5.93, Synergy_HSA=2.46. (7) Drug 1: CN(C)C1=NC(=NC(=N1)N(C)C)N(C)C. Drug 2: C1CN1P(=S)(N2CC2)N3CC3. Cell line: SNB-19. Synergy scores: CSS=1.36, Synergy_ZIP=-3.19, Synergy_Bliss=-0.486, Synergy_Loewe=-13.3, Synergy_HSA=-2.10. (8) Drug 1: COC1=C(C=C2C(=C1)N=CN=C2NC3=CC(=C(C=C3)F)Cl)OCCCN4CCOCC4. Drug 2: CC(C)NC(=O)C1=CC=C(C=C1)CNNC.Cl. Cell line: UACC-257. Synergy scores: CSS=6.84, Synergy_ZIP=-3.48, Synergy_Bliss=-0.00503, Synergy_Loewe=-9.23, Synergy_HSA=-3.71. (9) Drug 1: C1CC(=O)NC(=O)C1N2CC3=C(C2=O)C=CC=C3N. Drug 2: CC12CCC3C(C1CCC2O)C(CC4=C3C=CC(=C4)O)CCCCCCCCCS(=O)CCCC(C(F)(F)F)(F)F. Cell line: SF-295. Synergy scores: CSS=0.603, Synergy_ZIP=-3.02, Synergy_Bliss=-4.15, Synergy_Loewe=-3.86, Synergy_HSA=-3.77. (10) Drug 1: CN1CCC(CC1)COC2=C(C=C3C(=C2)N=CN=C3NC4=C(C=C(C=C4)Br)F)OC. Drug 2: COC1=C2C(=CC3=C1OC=C3)C=CC(=O)O2. Cell line: UO-31. Synergy scores: CSS=23.6, Synergy_ZIP=-5.04, Synergy_Bliss=3.96, Synergy_Loewe=-9.14, Synergy_HSA=2.59.